Dataset: Full USPTO retrosynthesis dataset with 1.9M reactions from patents (1976-2016). Task: Predict the reactants needed to synthesize the given product. Given the product [K+:20].[Cl:10][C:8]1[N:7]([CH2:11][O:12][CH2:13][CH2:14][Si:15]([CH3:17])([CH3:18])[CH3:16])[N:6]=[C:5]([C:3]([O-:4])=[O:2])[N:9]=1, predict the reactants needed to synthesize it. The reactants are: C[O:2][C:3]([C:5]1[N:9]=[C:8]([Cl:10])[N:7]([CH2:11][O:12][CH2:13][CH2:14][Si:15]([CH3:18])([CH3:17])[CH3:16])[N:6]=1)=[O:4].[OH-].[K+:20].